From a dataset of Forward reaction prediction with 1.9M reactions from USPTO patents (1976-2016). Predict the product of the given reaction. Given the reactants [Si]([C:5]#[CH:6])(C)(C)C.C([N:9]([CH2:12][CH3:13])CC)C.[CH3:14][CH2:15][CH2:16][CH2:17][N+](CCCC)(CCCC)CCCC.[F-:31].[CH2:32](Cl)Cl, predict the reaction product. The product is: [C:15]([C:16]1[CH:17]=[C:13]([CH:32]=[C:5]([F:31])[CH:6]=1)[C:12]#[N:9])#[CH:14].